From a dataset of Forward reaction prediction with 1.9M reactions from USPTO patents (1976-2016). Predict the product of the given reaction. (1) Given the reactants CC1(C)C(C)(C)OB([C:9]2[NH:17][C:16]3[CH2:15][CH2:14][NH:13][C:12](=[O:18])[C:11]=3[CH:10]=2)O1.CC(C1C=C(C(C)C)C(C2C=CC=CC=2P(C2CCCCC2)C2CCCCC2)=C(C(C)C)C=1)C.Br[C:55]1[C:56]([F:72])=[CH:57][CH:58]=[C:59]2[C:64]=1[N:63]=[C:62]([NH:65][C:66]([CH3:70])([CH3:69])[CH2:67][OH:68])[C:61]([CH3:71])=[N:60]2, predict the reaction product. The product is: [F:72][C:56]1[C:55]([C:9]2[NH:17][C:16]3[CH2:15][CH2:14][NH:13][C:12](=[O:18])[C:11]=3[CH:10]=2)=[C:64]2[C:59](=[CH:58][CH:57]=1)[N:60]=[C:61]([CH3:71])[C:62]([NH:65][C:66]([CH3:70])([CH3:69])[CH2:67][OH:68])=[N:63]2. (2) Given the reactants [CH3:1][O:2][C:3]1[C:8]([C:9]([OH:11])=O)=[CH:7][C:6]([C:12]([NH2:14])=[O:13])=[CH:5][CH:4]=1.[CH:15]1[C:24]2[C:19](=[CH:20][CH:21]=[CH:22][CH:23]=2)[CH:18]=[CH:17][C:16]=1[NH2:25], predict the reaction product. The product is: [CH3:1][O:2][C:3]1[CH:4]=[CH:5][C:6]([C:12]([NH2:14])=[O:13])=[CH:7][C:8]=1[C:9]([NH:25][C:16]1[CH:17]=[CH:18][C:19]2[C:24](=[CH:23][CH:22]=[CH:21][CH:20]=2)[CH:15]=1)=[O:11]. (3) Given the reactants [NH2:1][C:2]1[CH:6]=[C:5]([C:7]2[CH:8]=[N:9][NH:10][C:11]=2[CH3:12])[S:4][C:3]=1[C:13]([NH2:15])=[O:14].[CH2:16]1[C:24]2[C:19](=[CH:20][CH:21]=[CH:22][CH:23]=2)[CH2:18][C:17]1=O.[O-]S([O-])(=O)=O.[Mg+2].CC1(C)C2(CS(O)(=O)=O)C(CC1CC2)=O.C([O-])(O)=O.[Na+], predict the reaction product. The product is: [CH3:12][C:11]1[NH:10][N:9]=[CH:8][C:7]=1[C:5]1[S:4][C:3]2[C:13](=[O:14])[NH:15][C:17]3([CH2:16][C:24]4[C:19](=[CH:20][CH:21]=[CH:22][CH:23]=4)[CH2:18]3)[NH:1][C:2]=2[CH:6]=1. (4) Given the reactants [H-].[Na+].[CH2:3]([O:5][C:6](=[O:19])[CH2:7][C:8]([C:10]1[CH:15]=[CH:14][C:13]([N+:16]([O-:18])=[O:17])=[CH:12][CH:11]=1)=O)[CH3:4].[C:20]12[C:26](=[CH:27][CH:28]=[CH:29][CH:30]=1)[NH:25]C(=O)O[C:21]2=[O:22], predict the reaction product. The product is: [CH2:3]([O:5][C:6]([C:7]1[C:21](=[O:22])[C:20]2[C:26](=[CH:27][CH:28]=[CH:29][CH:30]=2)[NH:25][C:8]=1[C:10]1[CH:15]=[CH:14][C:13]([N+:16]([O-:18])=[O:17])=[CH:12][CH:11]=1)=[O:19])[CH3:4]. (5) Given the reactants [C:1]([NH:5][CH:6]1[CH2:11][C:10]2[CH:12]=[CH:13][CH:14]=[C:15]([C:16]([OH:18])=[O:17])[C:9]=2[O:8][B:7]1[OH:19])(=[O:4])[CH2:2][CH3:3], predict the reaction product. The product is: [CH2:9]([O:17][C:16]([C:15]1[C:9]2[O:8][B:7]([OH:19])[CH:6]([NH:5][C:1](=[O:4])[CH2:2][CH3:3])[CH2:11][C:10]=2[CH:12]=[CH:13][CH:14]=1)=[O:18])[CH:10]([CH3:12])[CH3:11].